This data is from Reaction yield outcomes from USPTO patents with 853,638 reactions. The task is: Predict the reaction yield, written as a fraction of the theoretical maximum amount of product (1.0 means a 100% yield; for example, 0.34 means a 34% yield). (1) The reactants are [OH:1][CH:2]([CH2:6][CH2:7][CH2:8][CH3:9])[C:3]([OH:5])=[O:4]. The catalyst is CC1C=CC=CC=1C. The product is [CH2:6]([CH:2]1[O:1][C:3](=[O:4])[CH:2]([CH2:6][CH2:7][CH2:8][CH3:9])[O:4][C:3]1=[O:5])[CH2:7][CH2:8][CH3:9]. The yield is 0.0950. (2) The reactants are C(OC([N:8]1[CH2:13][CH2:12][N:11]([C:14]2[N:15]=[N:16][C:17]([C:26]([F:29])([F:28])[F:27])=[C:18]([C:20]3[CH:25]=[CH:24][CH:23]=[CH:22][CH:21]=3)[CH:19]=2)[CH2:10][CH2:9]1)=O)(C)(C)C. The catalyst is CO. The product is [C:20]1([C:18]2[CH:19]=[C:14]([N:11]3[CH2:10][CH2:9][NH:8][CH2:13][CH2:12]3)[N:15]=[N:16][C:17]=2[C:26]([F:29])([F:28])[F:27])[CH:21]=[CH:22][CH:23]=[CH:24][CH:25]=1. The yield is 0.960. (3) The yield is 0.930. The catalyst is O. The product is [CH2:18]([N:1]1[CH:5]=[CH:4][N:3]=[N:2]1)[CH2:17][CH2:16][C:15]#[CH:14]. The reactants are [NH:1]1[CH:5]=[CH:4][N:3]=[N:2]1.CN(C=O)C.[H-].[Na+].I[CH2:14][CH2:15][CH2:16][C:17]#[CH:18]. (4) The reactants are [NH2:1][C:2]1[C:7]2[O:8][CH2:9][O:10][C:6]=2[C:5]([C:11]([OH:13])=O)=[CH:4][C:3]=1[Cl:14].C([N:17]1[CH:21]=[CH:20][N:19]=[CH:18]1)([N:17]1[CH:21]=[CH:20][N:19]=[CH:18]1)=O. The catalyst is C(#N)C. The product is [NH2:1][C:2]1[C:7]2[O:8][CH2:9][O:10][C:6]=2[C:5]([C:11]([N:17]2[CH:21]=[CH:20][N:19]=[CH:18]2)=[O:13])=[CH:4][C:3]=1[Cl:14]. The yield is 0.750. (5) The reactants are Br.Br[CH2:3][C:4]1[CH:9]=[CH:8][N:7]=[CH:6][CH:5]=1.[CH:10](=[O:14])[CH:11]([CH3:13])[CH3:12].[Br-].[OH-].[Na+]. The catalyst is C(OCC)(=O)C.[I-].C([N+](CCCC)(CCCC)CCCC)CCC.C1C=CC=CC=1. The product is [CH3:12][C:11]([CH3:13])([CH2:3][C:4]1[CH:9]=[CH:8][N:7]=[CH:6][CH:5]=1)[CH:10]=[O:14]. The yield is 0.0700.